This data is from Reaction yield outcomes from USPTO patents with 853,638 reactions. The task is: Predict the reaction yield, written as a fraction of the theoretical maximum amount of product (1.0 means a 100% yield; for example, 0.34 means a 34% yield). (1) The reactants are [H-].[Na+].C([NH:6][C:7]1[N:16]=[C:15](C2N=CNN=2)[C:14]2[C:9](=[CH:10][CH:11]=[C:12]([C:22]3[CH:27]=[CH:26][C:25]([O:28][CH3:29])=[C:24]([O:30][CH3:31])[CH:23]=3)[CH:13]=2)[N:8]=1)(=O)C. The catalyst is C(O)(C)C. The product is [NH2:6][C:7]1[N:16]=[C:15]([O:28][CH:25]([CH3:26])[CH3:24])[C:14]2[C:9](=[CH:10][CH:11]=[C:12]([C:22]3[CH:27]=[CH:26][C:25]([O:28][CH3:29])=[C:24]([O:30][CH3:31])[CH:23]=3)[CH:13]=2)[N:8]=1. The yield is 0.820. (2) The reactants are [Cl:1][C:2]1[CH:31]=[CH:30][C:5]([O:6][CH2:7][CH2:8][N:9]2[C:17]3[CH:16]=[CH:15][CH:14]=[CH:13][C:12]=3[C:11]3[CH2:18][CH2:19][N:20](C(OC(C)(C)C)=O)[CH2:21][CH2:22][C:10]2=3)=[CH:4][CH:3]=1.C(C(O)=O)(F)(F)F. The catalyst is C(Cl)Cl. The product is [ClH:1].[CH2:18]1[C:11]2[C:12]3[CH:13]=[CH:14][CH:15]=[CH:16][C:17]=3[N:9]([CH2:8][CH2:7][O:6][C:5]3[CH:4]=[CH:3][C:2]([Cl:1])=[CH:31][CH:30]=3)[C:10]=2[CH2:22][CH2:21][NH:20][CH2:19]1. The yield is 0.940.